From a dataset of Experimentally validated miRNA-target interactions with 360,000+ pairs, plus equal number of negative samples. Binary Classification. Given a miRNA mature sequence and a target amino acid sequence, predict their likelihood of interaction. (1) The miRNA is hsa-miR-7108-5p with sequence GUGUGGCCGGCAGGCGGGUGG. The protein sequence of the target gene is MAALKALVSGCGRLLRGLLAGPAATSWSRLPARGFREVVETQEGKTTIIEGRITATPKESPNPPNPSGQCPICRWNLKHKYNYDDVLLLSQFIRPHGGMLPRKITGLCQEEHRKIEECVKMAHRAGLLPNHRPRLPEGVVPKSKPQLNRYLTRWAPGSVKPIYKKGPRWNRVRMPVGSPLLRDNVCYSRTPWKLYH. Result: 1 (interaction). (2) The miRNA is hsa-miR-4269 with sequence GCAGGCACAGACAGCCCUGGC. The protein sequence of the target gene is MEPDSVIEDKTIELMCSVPRSLWLGCANLVESMCALSCLQSMPSVRCLQISNGTSSVIVSRKRPSEGNYQKEKDLCIKYFDQWSESDQVEFVEHLISRMCHYQHGHINSYLKPMLQRDFITALPEQGLDHIAENILSYLDARSLCAAELVCKEWQRVISEGMLWKKLIERMVRTDPLWKGLSERRGWDQYLFKNRPTDGPPNSFYRSLYPKIIQDIETIESNWRCGRHNLQRIQCRSENSKGVYCLQYDDDKIISGLRDNSIKIWDKSSLECLKVLTGHTGSVLCLQYDERVIVTGSSDS.... Result: 0 (no interaction).